Dataset: Catalyst prediction with 721,799 reactions and 888 catalyst types from USPTO. Task: Predict which catalyst facilitates the given reaction. The catalyst class is: 8. Product: [OH:21][C:7]1[C:8]2[N:9]([CH:18]=[CH:19][CH:20]=2)[N:10]([CH2:13][CH2:14][CH:15]([CH3:16])[CH3:17])[C:11](=[O:12])[C:6]=1[C:4]1[NH:22][C:23]2[CH:28]=[CH:27][C:26]([O:29][CH3:30])=[CH:25][C:24]=2[S:31](=[O:32])(=[O:33])[N:34]=1. Reactant: C(O[C:4]([C:6]1[C:11](=[O:12])[N:10]([CH2:13][CH2:14][CH:15]([CH3:17])[CH3:16])[N:9]2[CH:18]=[CH:19][CH:20]=[C:8]2[C:7]=1[OH:21])=O)C.[NH2:22][C:23]1[CH:28]=[CH:27][C:26]([O:29][CH3:30])=[CH:25][C:24]=1[S:31]([NH2:34])(=[O:33])=[O:32].